Dataset: NCI-60 drug combinations with 297,098 pairs across 59 cell lines. Task: Regression. Given two drug SMILES strings and cell line genomic features, predict the synergy score measuring deviation from expected non-interaction effect. (1) Drug 1: CC1=C(C=C(C=C1)C(=O)NC2=CC(=CC(=C2)C(F)(F)F)N3C=C(N=C3)C)NC4=NC=CC(=N4)C5=CN=CC=C5. Drug 2: C(CCl)NC(=O)N(CCCl)N=O. Cell line: HT29. Synergy scores: CSS=-6.84, Synergy_ZIP=2.40, Synergy_Bliss=0.895, Synergy_Loewe=-2.03, Synergy_HSA=-4.62. (2) Drug 1: C1=CC(=CC=C1C#N)C(C2=CC=C(C=C2)C#N)N3C=NC=N3. Synergy scores: CSS=35.0, Synergy_ZIP=4.83, Synergy_Bliss=3.43, Synergy_Loewe=-1.67, Synergy_HSA=-0.0122. Drug 2: C1CCC(C(C1)N)N.C(=O)(C(=O)[O-])[O-].[Pt+4]. Cell line: SK-MEL-5. (3) Drug 1: CNC(=O)C1=CC=CC=C1SC2=CC3=C(C=C2)C(=NN3)C=CC4=CC=CC=N4. Drug 2: CCN(CC)CCCC(C)NC1=C2C=C(C=CC2=NC3=C1C=CC(=C3)Cl)OC. Cell line: UO-31. Synergy scores: CSS=17.0, Synergy_ZIP=2.96, Synergy_Bliss=6.93, Synergy_Loewe=6.37, Synergy_HSA=6.51. (4) Drug 1: CC1=C(C(CCC1)(C)C)C=CC(=CC=CC(=CC(=O)O)C)C. Drug 2: CC1=C(C=C(C=C1)C(=O)NC2=CC(=CC(=C2)C(F)(F)F)N3C=C(N=C3)C)NC4=NC=CC(=N4)C5=CN=CC=C5. Cell line: UO-31. Synergy scores: CSS=0.487, Synergy_ZIP=0.680, Synergy_Bliss=1.71, Synergy_Loewe=0.00884, Synergy_HSA=-0.713. (5) Drug 1: CS(=O)(=O)C1=CC(=C(C=C1)C(=O)NC2=CC(=C(C=C2)Cl)C3=CC=CC=N3)Cl. Drug 2: C(CCl)NC(=O)N(CCCl)N=O. Cell line: M14. Synergy scores: CSS=-0.980, Synergy_ZIP=1.29, Synergy_Bliss=2.43, Synergy_Loewe=-2.04, Synergy_HSA=-1.21. (6) Drug 1: CC(C1=C(C=CC(=C1Cl)F)Cl)OC2=C(N=CC(=C2)C3=CN(N=C3)C4CCNCC4)N. Drug 2: CC(C)CN1C=NC2=C1C3=CC=CC=C3N=C2N. Cell line: SK-MEL-2. Synergy scores: CSS=-2.26, Synergy_ZIP=-0.253, Synergy_Bliss=-0.0464, Synergy_Loewe=-6.33, Synergy_HSA=-3.64. (7) Drug 1: CN1CCC(CC1)COC2=C(C=C3C(=C2)N=CN=C3NC4=C(C=C(C=C4)Br)F)OC. Drug 2: C(CN)CNCCSP(=O)(O)O. Cell line: HOP-92. Synergy scores: CSS=19.7, Synergy_ZIP=4.34, Synergy_Bliss=8.15, Synergy_Loewe=-41.7, Synergy_HSA=6.82. (8) Drug 1: C1=CC=C(C=C1)NC(=O)CCCCCCC(=O)NO. Drug 2: N.N.Cl[Pt+2]Cl. Cell line: A498. Synergy scores: CSS=35.2, Synergy_ZIP=-3.91, Synergy_Bliss=3.02, Synergy_Loewe=-5.58, Synergy_HSA=1.49. (9) Drug 1: C1=C(C(=O)NC(=O)N1)F. Drug 2: C1=NC2=C(N1)C(=S)N=C(N2)N. Cell line: U251. Synergy scores: CSS=42.6, Synergy_ZIP=-5.27, Synergy_Bliss=-5.96, Synergy_Loewe=-1.43, Synergy_HSA=0.762.